This data is from Reaction yield outcomes from USPTO patents with 853,638 reactions. The task is: Predict the reaction yield, written as a fraction of the theoretical maximum amount of product (1.0 means a 100% yield; for example, 0.34 means a 34% yield). (1) The reactants are [NH2:1][CH2:2][CH2:3][CH2:4][CH2:5][C:6]1[CH:22]=[CH:21][C:9]([O:10][CH2:11][C:12]([NH:14][C:15]2[CH:20]=[CH:19][CH:18]=[CH:17][CH:16]=2)=[O:13])=[CH:8][CH:7]=1.C(N(CC)CC)C.I.[NH2:31][C:32]1[C:33]([C:40]([NH:42][C:43](=[NH:46])SC)=[O:41])=[N:34][C:35]([Cl:39])=[C:36]([NH2:38])[N:37]=1. The catalyst is C(O)C. The product is [NH2:31][C:32]1[C:33]([C:40]([N:42]=[C:43]([NH2:46])[NH:1][CH2:2][CH2:3][CH2:4][CH2:5][C:6]2[CH:22]=[CH:21][C:9]([O:10][CH2:11][C:12]([NH:14][C:15]3[CH:16]=[CH:17][CH:18]=[CH:19][CH:20]=3)=[O:13])=[CH:8][CH:7]=2)=[O:41])=[N:34][C:35]([Cl:39])=[C:36]([NH2:38])[N:37]=1. The yield is 0.670. (2) The reactants are [Cl:1][C:2]1[CH:3]=[C:4]2[C:8](=[C:9]([NH:11][CH:12]3[CH2:17][CH2:16][O:15][CH2:14][CH2:13]3)[CH:10]=1)[NH:7][C:6]([C:18]1[S:19][CH2:20][C@@H:21]([CH2:23][CH2:24][N:25]3[CH2:30][CH2:29][CH2:28][CH:27]([C:31](O)=[O:32])[CH2:26]3)[N:22]=1)=[CH:5]2.[CH3:34][NH:35][CH3:36].C(Cl)CCl.C1C=CC2N(O)N=NC=2C=1.C(=O)(O)[O-].[Na+]. The catalyst is CN(C)C=O. The product is [CH3:34][N:35]([CH3:36])[C:31]([CH:27]1[CH2:28][CH2:29][CH2:30][N:25]([CH2:24][CH2:23][C@@H:21]2[CH2:20][S:19][C:18]([C:6]3[NH:7][C:8]4[C:4]([CH:5]=3)=[CH:3][C:2]([Cl:1])=[CH:10][C:9]=4[NH:11][CH:12]3[CH2:17][CH2:16][O:15][CH2:14][CH2:13]3)=[N:22]2)[CH2:26]1)=[O:32]. The yield is 0.200. (3) The reactants are CCN=C=NCCCN(C)C.[Cl:12][C:13]1[CH:14]=[C:15]2[C:20](=[CH:21][CH:22]=1)[CH:19]=[C:18]([S:23]([CH2:26][CH2:27][CH2:28][C:29]([OH:31])=O)(=[O:25])=[O:24])[CH:17]=[CH:16]2.C1C=CC2N(O)N=NC=2C=1.[CH3:42][NH:43][CH:44]1[CH2:49][CH2:48][N:47]([C:50]2[CH:55]=[CH:54][N:53]=[CH:52][CH:51]=2)[CH2:46][CH2:45]1. The catalyst is CN(C=O)C. The product is [Cl:12][C:13]1[CH:14]=[C:15]2[C:20](=[CH:21][CH:22]=1)[CH:19]=[C:18]([S:23]([CH2:26][CH2:27][CH2:28][C:29]([N:43]([CH3:42])[CH:44]1[CH2:45][CH2:46][N:47]([C:50]3[CH:51]=[CH:52][N:53]=[CH:54][CH:55]=3)[CH2:48][CH2:49]1)=[O:31])(=[O:24])=[O:25])[CH:17]=[CH:16]2. The yield is 0.900. (4) The reactants are [NH2:1][C:2]1[CH:3]=[C:4]([C:8]([O:10][CH3:11])=[O:9])[Se:5][C:6]=1[CH3:7].Cl.[N:13]([O-])=O.[Na+].C(=O)([O-])[O-].[K+].[K+].[CH3:23][NH:24][CH3:25]. The catalyst is O. The product is [CH3:23][N:24]([N:13]=[N:1][C:2]1[CH:3]=[C:4]([C:8]([O:10][CH3:11])=[O:9])[Se:5][C:6]=1[CH3:7])[CH3:25]. The yield is 0.360. (5) The reactants are [F:1][C:2]1[CH:45]=[CH:44][CH:43]=[C:42]([F:46])[C:3]=1[CH2:4][N:5]1[C:10]2[S:11][C:12]([C:21]3[CH:26]=[CH:25][C:24]([NH:27][C:28]([NH:30][O:31][CH3:32])=[O:29])=[CH:23][CH:22]=3)=[C:13]([CH2:14][N:15]([CH2:17][CH2:18][O:19][CH3:20])[CH3:16])[C:9]=2[C:8](=[O:33])[N:7]([CH2:34][C:35](=[O:40])[C:36]([CH3:39])([CH3:38])[CH3:37])[C:6]1=[O:41].[BH4-].[Na+]. The catalyst is CO.C1COCC1. The product is [F:46][C:42]1[CH:43]=[CH:44][CH:45]=[C:2]([F:1])[C:3]=1[CH2:4][N:5]1[C:10]2[S:11][C:12]([C:21]3[CH:22]=[CH:23][C:24]([NH:27][C:28]([NH:30][O:31][CH3:32])=[O:29])=[CH:25][CH:26]=3)=[C:13]([CH2:14][N:15]([CH2:17][CH2:18][O:19][CH3:20])[CH3:16])[C:9]=2[C:8](=[O:33])[N:7]([CH2:34][CH:35]([OH:40])[C:36]([CH3:37])([CH3:38])[CH3:39])[C:6]1=[O:41]. The yield is 0.680. (6) The reactants are Cl[C:2]1[CH:3]=[CH:4][C:5]2[N:11]3[CH2:12][C@H:8]([CH2:9][CH2:10]3)[NH:7][C:6]=2[N:13]=1.[CH3:14][C@@H:15]1[O:20][C@@H:19]([CH3:21])[CH2:18][NH:17][CH2:16]1.CC([O-])(C)C.[K+]. The product is [CH3:21][C@@H:19]1[O:20][C@@H:15]([CH3:14])[CH2:16][N:17]([C:2]2[CH:3]=[CH:4][C:5]3[N:11]4[CH2:12][C@H:8]([CH2:9][CH2:10]4)[NH:7][C:6]=3[N:13]=2)[CH2:18]1. The yield is 0.680. The catalyst is COCCOC.CCOC(C)=O.C1(C=CC[Pd+])C=CC=CC=1. (7) The reactants are Br[C:2]1[CH:3]=[C:4]([CH:7]=[C:8]([F:10])[CH:9]=1)[C:5]#[N:6].[B:11]1([B:11]2[O:15][C:14]([CH3:17])([CH3:16])[C:13]([CH3:19])([CH3:18])[O:12]2)[O:15][C:14]([CH3:17])([CH3:16])[C:13]([CH3:19])([CH3:18])[O:12]1.CC([O-])=O.[K+]. The catalyst is O1CCOCC1.C1C=CC(P(C2C=CC=CC=2)[C-]2C=CC=C2)=CC=1.C1C=CC(P(C2C=CC=CC=2)[C-]2C=CC=C2)=CC=1.Cl[Pd]Cl.[Fe+2]. The product is [F:10][C:8]1[CH:7]=[C:4]([CH:3]=[C:2]([B:11]2[O:15][C:14]([CH3:17])([CH3:16])[C:13]([CH3:19])([CH3:18])[O:12]2)[CH:9]=1)[C:5]#[N:6]. The yield is 0.970.